Dataset: Full USPTO retrosynthesis dataset with 1.9M reactions from patents (1976-2016). Task: Predict the reactants needed to synthesize the given product. (1) Given the product [CH3:1][O:2][C:3]1[CH:10]=[CH:9][C:6]([CH2:7][NH:8][C:29]([C:16]2([CH2:15][CH2:14][CH2:13][CH2:12][Br:11])[C:28]3[CH:27]=[CH:26][CH:25]=[CH:24][C:23]=3[C:22]3[C:17]2=[CH:18][CH:19]=[CH:20][CH:21]=3)=[O:30])=[CH:5][CH:4]=1, predict the reactants needed to synthesize it. The reactants are: [CH3:1][O:2][C:3]1[CH:10]=[CH:9][C:6]([CH2:7][NH2:8])=[CH:5][CH:4]=1.[Br:11][CH2:12][CH2:13][CH2:14][CH2:15][C:16]1([C:29](Cl)=[O:30])[C:28]2[CH:27]=[CH:26][CH:25]=[CH:24][C:23]=2[C:22]2[C:17]1=[CH:18][CH:19]=[CH:20][CH:21]=2. (2) Given the product [CH:1]1([N:6]2[CH2:7][CH2:8][N:9]([C:12]([C:14]3[CH:15]=[C:16]4[C:20](=[CH:21][CH:22]=3)[N:19]([C:38]3[CH:39]=[CH:40][C:35]([O:34][CH3:33])=[CH:36][CH:37]=3)[C:18]([C:23]([N:25]3[CH2:26][CH2:27][C:28]([F:31])([F:32])[CH2:29][CH2:30]3)=[O:24])=[CH:17]4)=[O:13])[CH2:10][CH2:11]2)[CH2:5][CH2:4][CH2:3][CH2:2]1, predict the reactants needed to synthesize it. The reactants are: [CH:1]1([N:6]2[CH2:11][CH2:10][N:9]([C:12]([C:14]3[CH:15]=[C:16]4[C:20](=[CH:21][CH:22]=3)[NH:19][C:18]([C:23]([N:25]3[CH2:30][CH2:29][C:28]([F:32])([F:31])[CH2:27][CH2:26]3)=[O:24])=[CH:17]4)=[O:13])[CH2:8][CH2:7]2)[CH2:5][CH2:4][CH2:3][CH2:2]1.[CH3:33][O:34][C:35]1[CH:40]=[CH:39][C:38](B(O)O)=[CH:37][CH:36]=1.N1C=CC=CC=1. (3) Given the product [NH:8]1[CH2:9][CH2:10][CH:11]([N:14]2[C:27]3[CH:26]=[CH:25][C:24]([C:28]4[CH:29]=[CH:30][N:31]=[CH:32][CH:33]=4)=[CH:23][C:22]=3[O:21][C:20]3[C:15]2=[CH:16][CH:17]=[CH:18][CH:19]=3)[CH2:12][CH2:13]1.[C:66]([OH:72])([C:68]([F:71])([F:70])[F:69])=[O:67], predict the reactants needed to synthesize it. The reactants are: C(OC([N:8]1[CH2:13][CH2:12][CH:11]([N:14]2[C:27]3[CH:26]=[CH:25][C:24]([C:28]4[CH:33]=[CH:32][N:31]=[CH:30][CH:29]=4)=[CH:23][C:22]=3[O:21][C:20]3[C:15]2=[CH:16][CH:17]=[CH:18][CH:19]=3)[CH2:10][CH2:9]1)=O)(C)(C)C.C(OC(N1CCC(N2C3C=CC(C4NN=NN=4)=CC=3OC3C2=CC=CC=3)CC1)=O)(C)(C)C.[C:66]([OH:72])([C:68]([F:71])([F:70])[F:69])=[O:67].Cl.